This data is from Full USPTO retrosynthesis dataset with 1.9M reactions from patents (1976-2016). The task is: Predict the reactants needed to synthesize the given product. (1) Given the product [OH:48][CH:29]([CH:30]([CH3:47])/[C:31](=[N:41]\[O:42][CH2:43][C:44]([N:68]1[CH2:69][CH2:70][N:65]([CH3:64])[CH2:66][CH2:67]1)=[O:45])/[CH:32]=[CH:33]/[CH:34]([CH3:40])[CH:35]([OH:39])/[CH:36]=[CH:37]/[CH3:38])[CH:27]([CH:12]1[O:13][C:14](=[O:26])[C:15]([O:24][CH3:25])=[CH:16][C:17]([CH3:23])=[CH:18][CH:19]([CH3:22])[CH:20]([OH:21])[CH:3]([CH2:1][CH3:2])[CH:4]([OH:53])[CH:5]([CH3:52])[CH2:6][C:7]([CH3:51])=[CH:8][CH:9]=[CH:10][CH:11]1[O:49][CH3:50])[CH3:28], predict the reactants needed to synthesize it. The reactants are: [CH2:1]([CH:3]1[CH:20]([OH:21])[CH:19]([CH3:22])[CH:18]=[C:17]([CH3:23])[CH:16]=[C:15]([O:24][CH3:25])[C:14](=[O:26])[O:13][CH:12]([CH:27]([CH:29]([OH:48])[CH:30]([CH3:47])/[C:31](=[N:41]\[O:42][CH2:43][C:44](O)=[O:45])/[CH:32]=[CH:33]/[CH:34]([CH3:40])[CH:35]([OH:39])/[CH:36]=[CH:37]/[CH3:38])[CH3:28])[CH:11]([O:49][CH3:50])[CH:10]=[CH:9][CH:8]=[C:7]([CH3:51])[CH2:6][CH:5]([CH3:52])[CH:4]1[OH:53])[CH3:2].C1C=CC2N(O)N=NC=2C=1.[CH3:64][N:65]1[CH2:70][CH2:69][NH:68][CH2:67][CH2:66]1.O. (2) The reactants are: [Cl:1][C:2]1[CH:7]=[CH:6][CH:5]=[C:4]([N+:8]([O-:10])=[O:9])[CH:3]=1.CC(C)([O-])C.[K+].C[N:18](C)C=O. Given the product [Cl:1][C:2]1[CH:7]=[CH:6][CH:5]=[C:4]([N+:8]([O-:10])=[O:9])[C:3]=1[NH2:18], predict the reactants needed to synthesize it. (3) Given the product [C:23]([O:25][C@@H:11]1[C:12](=[O:20])[CH2:13][CH2:14][C@@:15]2([CH3:16])[C:10]1=[CH:9][CH2:8][C@@H:7]1[C@@H:17]2[CH2:18][CH2:19][C@@:2]2([CH3:1])[C@H:6]1[CH2:5][CH2:4][C:3]2=[O:21])(=[O:24])[CH3:22], predict the reactants needed to synthesize it. The reactants are: [CH3:1][C@:2]12[CH2:19][CH2:18][C@H:17]3[C@@H:7]([CH2:8][CH:9]=[C:10]4[C@:15]3([CH3:16])[CH2:14][CH2:13][C:12](=[O:20])[CH2:11]4)[C@@H:6]1[CH2:5][CH2:4][C:3]2=[O:21].[CH3:22][C:23]([OH:25])=[O:24].